From a dataset of Forward reaction prediction with 1.9M reactions from USPTO patents (1976-2016). Predict the product of the given reaction. (1) Given the reactants Cl.Cl.Cl.[S:4]1[C:12]2[CH:11]=[CH:10][N:9]=[C:8]([N:13]3[CH2:18][CH2:17][N:16]([CH2:19][CH2:20][C@H:21]4[CH2:26][CH2:25][C@H:24]([NH2:27])[CH2:23][CH2:22]4)[CH2:15][CH2:14]3)[C:7]=2[CH:6]=[CH:5]1.C[O:29][C:30](=O)[CH2:31][C@H:32]1[CH2:37][CH2:36][C@H:35]([OH:38])[CH2:34][CH2:33]1, predict the reaction product. The product is: [OH:38][C@H:35]1[CH2:36][CH2:37][C@H:32]([CH2:31][C:30]([NH:27][C@H:24]2[CH2:25][CH2:26][C@H:21]([CH2:20][CH2:19][N:16]3[CH2:17][CH2:18][N:13]([C:8]4[C:7]5[CH:6]=[CH:5][S:4][C:12]=5[CH:11]=[CH:10][N:9]=4)[CH2:14][CH2:15]3)[CH2:22][CH2:23]2)=[O:29])[CH2:33][CH2:34]1. (2) Given the reactants C(O[C:4]([C:6]1[N:10]2[CH2:11][CH2:12][N:13]([C:14]3[C:19]([CH3:20])=[CH:18][C:17]([CH3:21])=[CH:16][C:15]=3[CH3:22])[C:9]2=[N:8][C:7]=1[CH2:23][CH3:24])=[O:5])C.[CH2:25]([Mg]Cl)[CH2:26][CH3:27].[C:30]1(C)[CH:35]=CC=C[CH:31]=1, predict the reaction product. The product is: [CH2:23]([C:7]1[N:8]=[C:9]2[N:13]([C:14]3[C:19]([CH3:20])=[CH:18][C:17]([CH3:21])=[CH:16][C:15]=3[CH3:22])[CH2:12][CH2:11][N:10]2[C:6]=1[C:4]([OH:5])([CH2:31][CH2:30][CH3:35])[CH2:25][CH2:26][CH3:27])[CH3:24]. (3) Given the reactants [F:1][C:2]([F:17])([F:16])[O:3][C:4]1[CH:9]=[CH:8][C:7]([N:10]2[CH2:15][CH2:14][NH:13][CH2:12][CH2:11]2)=[CH:6][CH:5]=1.[Cl:18][C:19](Cl)([O:21]C(=O)OC(Cl)(Cl)Cl)Cl.N1C=CC=CC=1.C(OCC)(=O)C, predict the reaction product. The product is: [F:17][C:2]([F:1])([F:16])[O:3][C:4]1[CH:9]=[CH:8][C:7]([N:10]2[CH2:11][CH2:12][N:13]([C:19]([Cl:18])=[O:21])[CH2:14][CH2:15]2)=[CH:6][CH:5]=1. (4) Given the reactants Cl[C:2]1[C:7]([C:8]([F:11])([F:10])[F:9])=[CH:6][N:5]=[C:4]([NH:12][C:13]2[CH:14]=[N:15][N:16]([CH3:18])[CH:17]=2)[N:3]=1.[C:19]([C:21]1[CH:26]=[CH:25][CH:24]=[CH:23][C:22]=1[C:27]1([C:30]([NH2:32])=[O:31])[CH2:29][CH2:28]1)#[CH:20].F[B-](F)(F)F.CCN(C(C)C)C(C)C, predict the reaction product. The product is: [CH3:18][N:16]1[CH:17]=[C:13]([NH:12][C:4]2[N:3]=[C:2]([C:20]#[C:19][C:21]3[CH:26]=[CH:25][CH:24]=[CH:23][C:22]=3[C:27]3([C:30]([NH2:32])=[O:31])[CH2:29][CH2:28]3)[C:7]([C:8]([F:11])([F:10])[F:9])=[CH:6][N:5]=2)[CH:14]=[N:15]1. (5) Given the reactants [I:1][C:2]1[CH:12]=[CH:11][C:5]([C:6]([N:8]=[C:9]=[O:10])=O)=[CH:4][CH:3]=1.[Cl:13][C:14]1[CH:19]=[C:18]([Cl:20])[C:17]([CH2:21][NH:22][C:23](=[O:28])[C:24]([CH3:27])([CH3:26])[CH3:25])=[CH:16][C:15]=1[NH:29][NH:30]C(OC(C)(C)C)=O.FC(F)(F)C(O)=O, predict the reaction product. The product is: [Cl:20][C:18]1[CH:19]=[C:14]([Cl:13])[C:15]([N:29]2[C:9](=[O:10])[NH:8][C:6]([C:5]3[CH:11]=[CH:12][C:2]([I:1])=[CH:3][CH:4]=3)=[N:30]2)=[CH:16][C:17]=1[CH2:21][NH:22][C:23](=[O:28])[C:24]([CH3:25])([CH3:26])[CH3:27]. (6) Given the reactants Br[C:2]1[CH:11]=[CH:10][CH:9]=[C:8]2[C:3]=1[CH2:4][CH2:5][N:6]1[C:16](=[O:17])[CH2:15][NH:14][C:13](=[O:18])[CH:12]=[C:7]12.F[B-](F)(F)F.[CH:24]1([C:30]2NC=C[N+]=2C2CCCCC2)[CH2:29]CCC[CH2:25]1.C([Mg]Cl)(C)(C)C.[NH4+].[Cl-], predict the reaction product. The product is: [C:24]([C:2]1[CH:11]=[CH:10][CH:9]=[C:8]2[C:3]=1[CH2:4][CH2:5][N:6]1[C:16](=[O:17])[CH2:15][NH:14][C:13](=[O:18])[CH:12]=[C:7]12)([CH3:30])([CH3:29])[CH3:25].